From a dataset of NCI-60 drug combinations with 297,098 pairs across 59 cell lines. Regression. Given two drug SMILES strings and cell line genomic features, predict the synergy score measuring deviation from expected non-interaction effect. (1) Drug 1: COC1=C(C=C2C(=C1)N=CN=C2NC3=CC(=C(C=C3)F)Cl)OCCCN4CCOCC4. Drug 2: CC1C(C(CC(O1)OC2CC(CC3=C2C(=C4C(=C3O)C(=O)C5=C(C4=O)C(=CC=C5)OC)O)(C(=O)CO)O)N)O.Cl. Cell line: NCI-H322M. Synergy scores: CSS=60.1, Synergy_ZIP=7.18, Synergy_Bliss=7.71, Synergy_Loewe=10.9, Synergy_HSA=12.0. (2) Drug 1: C(=O)(N)NO. Drug 2: CCN(CC)CCCC(C)NC1=C2C=C(C=CC2=NC3=C1C=CC(=C3)Cl)OC. Cell line: OVCAR-5. Synergy scores: CSS=24.5, Synergy_ZIP=-4.08, Synergy_Bliss=1.06, Synergy_Loewe=-13.3, Synergy_HSA=-0.232.